This data is from Forward reaction prediction with 1.9M reactions from USPTO patents (1976-2016). The task is: Predict the product of the given reaction. (1) Given the reactants [Br:1][C:2]1[CH:3]=[C:4]2[C:8](=[CH:9][C:10]=1[F:11])[NH:7][N:6]=[CH:5]2.[CH3:12]C([O-])(C)C.[K+].CI, predict the reaction product. The product is: [Br:1][C:2]1[CH:3]=[C:4]2[C:8](=[CH:9][C:10]=1[F:11])[N:7]([CH3:12])[N:6]=[CH:5]2. (2) Given the reactants [CH3:1][O:2][C:3]1[CH:8]=[C:7]([O:9][CH3:10])[N:6]=[C:5]([NH:11][C:12]([NH:14][S:15]([C:18]2[CH:23]=[C:22]([NH2:24])[CH:21]=[CH:20][C:19]=2[C:25]([N:27]([CH3:29])[CH3:28])=[O:26])(=[O:17])=[O:16])=[O:13])[N:4]=1.ClCCl.[C:33](OC(=O)C)(=[O:35])C, predict the reaction product. The product is: [CH3:1][O:2][C:3]1[CH:8]=[C:7]([O:9][CH3:10])[N:6]=[C:5]([NH:11][C:12]([NH:14][S:15]([C:18]2[CH:23]=[C:22]([NH:24][CH:33]=[O:35])[CH:21]=[CH:20][C:19]=2[C:25]([N:27]([CH3:29])[CH3:28])=[O:26])(=[O:17])=[O:16])=[O:13])[N:4]=1. (3) Given the reactants [CH3:13][C:12]([O:11][C:9](O[C:9]([O:11][C:12]([CH3:15])([CH3:14])[CH3:13])=[O:10])=[O:10])([CH3:15])[CH3:14].[CH3:16][NH:17][CH:18]1[CH2:23][CH2:22][N:21]([C:24]2[N:25]([CH3:29])[CH:26]=[CH:27][N:28]=2)[CH2:20][CH2:19]1, predict the reaction product. The product is: [CH3:16][N:17]([CH:18]1[CH2:23][CH2:22][N:21]([C:24]2[N:25]([CH3:29])[CH:26]=[CH:27][N:28]=2)[CH2:20][CH2:19]1)[C:9](=[O:10])[O:11][C:12]([CH3:13])([CH3:14])[CH3:15]. (4) Given the reactants [CH3:1][NH:2][S:3]([CH2:6][CH2:7][C:8]1[CH:9]=[C:10]2[C:14](=[CH:15][CH:16]=1)[NH:13][CH:12]=[CH:11]2)(=[O:5])=[O:4].[CH3:17][N:18]1[CH2:23][CH2:22][C:21](=O)[CH2:20][CH2:19]1.[OH-].[K+].O, predict the reaction product. The product is: [CH3:1][NH:2][S:3]([CH2:6][CH2:7][C:8]1[CH:9]=[C:10]2[C:14](=[CH:15][CH:16]=1)[NH:13][CH:12]=[C:11]2[C:21]1[CH2:22][CH2:23][N:18]([CH3:17])[CH2:19][CH:20]=1)(=[O:5])=[O:4]. (5) Given the reactants [NH2:1][N:2]1[C:11]2[C:6](=[CH:7][CH:8]=[CH:9][CH:10]=2)[C:5]([OH:12])=[CH:4][C:3]1=[O:13].[C:14]1(=O)[O:19][C:17](=[O:18])[C:16]2=[CH:20][CH:21]=[CH:22][CH:23]=[C:15]12.C(N(C(C)C)CC)(C)C, predict the reaction product. The product is: [OH:12][C:5]1[C:6]2[C:11](=[CH:10][CH:9]=[CH:8][CH:7]=2)[N:2]([N:1]2[C:17](=[O:18])[C:16]3[C:15](=[CH:23][CH:22]=[CH:21][CH:20]=3)[C:14]2=[O:19])[C:3](=[O:13])[CH:4]=1. (6) Given the reactants [NH:1]1[CH2:6][CH2:5][O:4][C:3]2[N:7]=[CH:8][C:9]([C:11]3[N:12]=[C:13]([NH:20][C:21]4[CH:26]=[CH:25][C:24]([N:27]5[CH2:32][CH2:31][C:30](=O)[CH2:29][CH2:28]5)=[C:23]([O:34][CH3:35])[CH:22]=4)[C:14]4[N:15]([CH:17]=[CH:18][N:19]=4)[CH:16]=3)=[CH:10][C:2]1=2.Cl.[CH3:37][O:38][NH2:39].C(N(CC)CC)C, predict the reaction product. The product is: [CH3:37][O:38][N:39]=[C:30]1[CH2:29][CH2:28][N:27]([C:24]2[CH:25]=[CH:26][C:21]([NH:20][C:13]3[C:14]4[N:15]([CH:17]=[CH:18][N:19]=4)[CH:16]=[C:11]([C:9]4[CH:8]=[N:7][C:3]5[O:4][CH2:5][CH2:6][NH:1][C:2]=5[CH:10]=4)[N:12]=3)=[CH:22][C:23]=2[O:34][CH3:35])[CH2:32][CH2:31]1. (7) Given the reactants C([Li])CCC.Br[C:7]1[CH:8]=[C:9]([CH2:21][CH3:22])[C:10]([O:13][Si](C(C)(C)C)(C)C)=[N:11][CH:12]=1.[Br:23][C:24]1[CH:29]=[C:28]([C:30]([C:38]2[CH:43]=[CH:42][CH:41]=[C:40]([F:44])[C:39]=2[C:45]#[N:46])=[N:31]S(C(C)(C)C)=O)[CH:27]=[CH:26][N:25]=1.Cl.[OH-].[Na+], predict the reaction product. The product is: [NH2:46][C:45]1[C:39]2[C:38](=[CH:43][CH:42]=[CH:41][C:40]=2[F:44])[C:30]([C:7]2[CH:8]=[C:9]([CH2:21][CH3:22])[C:10](=[O:13])[NH:11][CH:12]=2)([C:28]2[CH:27]=[CH:26][N:25]=[C:24]([Br:23])[CH:29]=2)[N:31]=1.